Dataset: Full USPTO retrosynthesis dataset with 1.9M reactions from patents (1976-2016). Task: Predict the reactants needed to synthesize the given product. (1) The reactants are: [I:1][C:2]1[C:11]2[C:6](=[CH:7][CH:8]=[CH:9][CH:10]=2)[CH:5]=[C:4]([OH:12])[CH:3]=1.[C:13]([C@@H:17]1[CH2:22][CH2:21][C@H:20](O)[CH2:19][CH2:18]1)([CH3:16])([CH3:15])[CH3:14].C1(P(C2C=CC=CC=2)C2C=CC=CC=2)C=CC=CC=1.N(C(OC(C)C)=O)=NC(OC(C)C)=O. Given the product [C:13]([C@H:17]1[CH2:22][CH2:21][C@H:20]([O:12][C:4]2[CH:3]=[C:2]([I:1])[C:11]3[C:6]([CH:5]=2)=[CH:7][CH:8]=[CH:9][CH:10]=3)[CH2:19][CH2:18]1)([CH3:16])([CH3:15])[CH3:14], predict the reactants needed to synthesize it. (2) Given the product [CH3:1][CH:2]([O:6][C:7](=[O:8])[NH:33][C:31]1[CH:32]=[C:27]2[N:26]=[C:25]([C:19]3[CH:20]=[CH:21][CH:22]=[CH:23][CH:24]=3)[NH:34][C:28]2=[N:29][CH:30]=1)/[CH:3]=[CH:4]/[CH3:5], predict the reactants needed to synthesize it. The reactants are: [CH3:1][CH:2]([OH:6])[CH:3]=[CH:4][CH3:5].[C:7](N1C=CN=C1)(N1C=CN=C1)=[O:8].[C:19]1([C:25]2[NH:34][C:28]3=[N:29][CH:30]=[C:31]([NH2:33])[CH:32]=[C:27]3[N:26]=2)[CH:24]=[CH:23][CH:22]=[CH:21][CH:20]=1.O.